This data is from Full USPTO retrosynthesis dataset with 1.9M reactions from patents (1976-2016). The task is: Predict the reactants needed to synthesize the given product. Given the product [OH:34][C:3]1([C:4]2[CH:5]=[C:6]([CH:9]=[C:10]([CH3:12])[CH:11]=2)[C:7]#[N:8])[C:1]2[N:2]=[C:16]([O:26][CH3:27])[N:17]=[C:18]([O:24][CH3:25])[C:19]=2[C:20]([CH3:22])([CH3:21])[O:23]1, predict the reactants needed to synthesize it. The reactants are: [C:1]([CH2:3][C:4]1[CH:5]=[C:6]([CH:9]=[C:10]([CH3:12])[CH:11]=1)[C:7]#[N:8])#[N:2].ClC1[C:19]([C:20]([OH:23])([CH3:22])[CH3:21])=[C:18]([O:24][CH3:25])[N:17]=[C:16]([O:26][CH3:27])N=1.[H-].[Na+].CN(C=[O:34])C.